Regression/Classification. Given a drug SMILES string, predict its absorption, distribution, metabolism, or excretion properties. Task type varies by dataset: regression for continuous measurements (e.g., permeability, clearance, half-life) or binary classification for categorical outcomes (e.g., BBB penetration, CYP inhibition). Dataset: cyp2d6_veith. From a dataset of CYP2D6 inhibition data for predicting drug metabolism from PubChem BioAssay. (1) The molecule is O=c1nc2ccccc2c2n1C[C@H](CN1CCN(c3ccccc3)CC1)N2. The result is 0 (non-inhibitor). (2) The result is 0 (non-inhibitor). The drug is Fc1ccccc1CNc1cc(Cl)cc(Cl)c1. (3) The compound is Cc1cc(O)c(C(C)C)cc1NC(=O)Nc1cccc2ccccc12. The result is 0 (non-inhibitor). (4) The compound is COc1ccc(Oc2ncc3nc(-c4cccc(C#N)c4)c(=O)n(Cc4cccc(OC)c4)c3n2)cc1. The result is 0 (non-inhibitor). (5) The compound is COc1ccc(C(CC(=O)Nc2ccc(F)cc2)c2ccccc2)cc1. The result is 1 (inhibitor). (6) The molecule is NS(=O)(=O)c1ccc(CNC(=O)/C=C/c2c(Cl)cccc2Cl)cc1. The result is 0 (non-inhibitor). (7) The molecule is CCN1CCN(S(=O)(=O)c2ccc(Cl)c(C(=O)Nc3nnc(CC(C)C)s3)c2)CC1. The result is 0 (non-inhibitor).